Binary Classification. Given a miRNA mature sequence and a target amino acid sequence, predict their likelihood of interaction. From a dataset of Experimentally validated miRNA-target interactions with 360,000+ pairs, plus equal number of negative samples. (1) The miRNA is hsa-miR-6808-5p with sequence CAGGCAGGGAGGUGGGACCAUG. The protein sequence of the target gene is MVNSLLFGEMALAFGCPPGGGGGGCPGGGGGGGGAGPGPSPVTAALRDDLGSNIHLLKGLNVRFRCFLAKVHELERRNRLLEKQLEQQQSERERRLRYKTFSREQAVQTGPELLRPPAPGGGHGLSSGAAAGANANAVALGGLPPGGGSHPQHYGRLPGTIWSYTQVRRTGGGGVETVQGPGVSWVHPDGVGVQIDTITPEIRALYNVLAKVKRERDEYKRRWEEELAKRMNLQTMVDTLQEAAQEADAIQEEMNEKIERLKAELVVFKGLMSDPMTDLDTKIQEKAMKVDMDICRRIDI.... Result: 1 (interaction). (2) The miRNA is hsa-miR-718 with sequence CUUCCGCCCCGCCGGGCGUCG. The protein sequence of the target gene is MPSALAIFTCRPNSHPFQERHVYLDEPIKIGRSVARCRPAQNNATFDCKVLSRNHALVWFDHKTGKFYLQDTKSSNGTFINSQRLSRGSEESPPCEILSGDIIQFGVDVTENTRKVTHGCIVSTIKLFLPDGMEARLRSDVIHAPLPSPVDKVAANTPSMYSQELFQLSQYLQEALHREQMLEQKLATLQRLLAITQEASDTSWQALIDEDRLLSRLEVMGNQLQACSKNQTEDSLRKELIALQEDKHNYETTAKESLRRVLQEKIEVVRKLSEVERSLSNTEDECTHLKEMNERTQEEL.... Result: 0 (no interaction). (3) The miRNA is mmu-miR-3102-3p with sequence GAGCACCCCAUUGGCUACCCACA. The protein sequence of the target gene is MSKNKDDAPHELESQFILRLPPEYAATVRRAVQSGHVNLKDKLSIELHPDGRHGIVRVDRVPLAAKLVDLPCVTESLKTIDKKTFYKTADISQMLVATVDGDLYPPVEEAAATADPKANKKKDKDKEKKFVWNHGITLPLKNVRKRRFRKTAKKKYIESPDVEKEVKRLLSTDAEAVSTRWEIIAEDETKETENQGLDISSPGMSGHRQGHDSLEHDELREIFNDLSSSSEDEEDVNILDTEEDLERQLQDKLNESDEQHQENEGTNQLVMGIQKQIDNMKGKLQETQDRAKRQEDLIMK.... Result: 1 (interaction). (4) The miRNA is hsa-miR-518a-3p with sequence GAAAGCGCUUCCCUUUGCUGGA. The protein sequence of the target gene is METDLAEMPEKGALSSQDSPHFQEKSTEEGEVAALRLTARSQETVTFKDVAMDFTPEEWGKLDPAQRDVMLENYRNLVSLWLPVSKPESYNLENGKEPLKLERKAPKSSYSDMETRPQSKDSTSVQDFSKAESCKVAIIDRLTRNSVYDSNLEAALECENWLENQQGNQERHLREMFTHMNSLSEETDHKHDVYWKSFNQKSVLITEDRVPKGSYAFHTLEKSLKQKSNLMKKQRTYKEKKPHKCNDCGELFTYHSVLIRHQRVHTGEKPYTCNECGKSFSHRANLTKHQRTHTRILFEC.... Result: 0 (no interaction).